Dataset: Full USPTO retrosynthesis dataset with 1.9M reactions from patents (1976-2016). Task: Predict the reactants needed to synthesize the given product. Given the product [O:7]=[C:6]([C:2]1[S:1][CH:5]=[CH:4][CH:3]=1)[CH2:13][C:14]([OH:16])=[O:15].[CH3:27][C:26]1([CH3:25])[O:35][C:29](=[O:30])[CH:31]=[C:6]([C:2]2[S:1][CH:5]=[CH:4][CH:3]=2)[O:7]1, predict the reactants needed to synthesize it. The reactants are: [S:1]1[CH:5]=[CH:4][CH:3]=[C:2]1[C:6](Cl)=[O:7].C[Si]([C:13]([Si](C)(C)C)(C([O-])=O)[C:14]([O-:16])=[O:15])(C)C.[Li][CH2:25][CH2:26][CH2:27]C.[C:29]([OH:35])([C:31](F)(F)F)=[O:30].